Dataset: Catalyst prediction with 721,799 reactions and 888 catalyst types from USPTO. Task: Predict which catalyst facilitates the given reaction. Reactant: [Cl:1][C:2]1[CH:7]=[CH:6][CH:5]=[C:4](I)[C:3]=1[C:9]1[NH:13][C:12](=[O:14])[N:11]([C:15]2[CH:33]=[CH:32][C:18]([C:19]([NH:21][C:22]3[CH:27]=[CH:26][CH:25]=[C:24]([C:28]([F:31])([F:30])[F:29])[CH:23]=3)=[O:20])=[C:17]([O:34][CH3:35])[CH:16]=2)[N:10]=1.[C:36]([Cu])#[N:37]. Product: [Cl:1][C:2]1[CH:7]=[CH:6][CH:5]=[C:4]([C:36]#[N:37])[C:3]=1[C:9]1[NH:13][C:12](=[O:14])[N:11]([C:15]2[CH:33]=[CH:32][C:18]([C:19]([NH:21][C:22]3[CH:27]=[CH:26][CH:25]=[C:24]([C:28]([F:31])([F:30])[F:29])[CH:23]=3)=[O:20])=[C:17]([O:34][CH3:35])[CH:16]=2)[N:10]=1. The catalyst class is: 3.